Dataset: Merck oncology drug combination screen with 23,052 pairs across 39 cell lines. Task: Regression. Given two drug SMILES strings and cell line genomic features, predict the synergy score measuring deviation from expected non-interaction effect. Drug 1: CC1CC2C3CCC4=CC(=O)C=CC4(C)C3(F)C(O)CC2(C)C1(O)C(=O)CO. Drug 2: O=C(CCCCCCC(=O)Nc1ccccc1)NO. Cell line: MSTO. Synergy scores: synergy=-22.6.